Task: Predict which catalyst facilitates the given reaction.. Dataset: Catalyst prediction with 721,799 reactions and 888 catalyst types from USPTO (1) Reactant: C[O:2][C:3](=[O:29])[CH2:4][C:5]1[CH:10]=[C:9]([Br:11])[C:8]([O:12][C:13]2[CH:14]=[CH:15][C:16]3[O:20][C:19]([C:21]4[CH:26]=[CH:25][CH:24]=[CH:23][CH:22]=4)=[CH:18][C:17]=3[CH:27]=2)=[C:7]([Br:28])[CH:6]=1.[OH-].[K+]. Product: [Br:28][C:7]1[CH:6]=[C:5]([CH2:4][C:3]([OH:29])=[O:2])[CH:10]=[C:9]([Br:11])[C:8]=1[O:12][C:13]1[CH:14]=[CH:15][C:16]2[O:20][C:19]([C:21]3[CH:26]=[CH:25][CH:24]=[CH:23][CH:22]=3)=[CH:18][C:17]=2[CH:27]=1. The catalyst class is: 8. (2) Reactant: [F:1][C:2]1[CH:7]=[CH:6][C:5]2[O:8][CH2:9][CH:10]3[CH:14]([C:15]4[CH:20]=[CH:19][CH:18]=[CH:17][CH:16]=4)[N:13]([C:21](Cl)=[O:22])[N:12]=[C:11]3[C:4]=2[CH:3]=1.[CH3:24][NH:25][CH2:26][CH2:27][CH2:28][NH:29][CH3:30].Cl. Product: [CH3:24][N:25]([CH2:26][CH2:27][CH2:28][NH:29][CH3:30])[C:21]([N:13]1[CH:14]([C:15]2[CH:20]=[CH:19][CH:18]=[CH:17][CH:16]=2)[CH:10]2[CH2:9][O:8][C:5]3[CH:6]=[CH:7][C:2]([F:1])=[CH:3][C:4]=3[C:11]2=[N:12]1)=[O:22]. The catalyst class is: 4.